From a dataset of Reaction yield outcomes from USPTO patents with 853,638 reactions. Predict the reaction yield, written as a fraction of the theoretical maximum amount of product (1.0 means a 100% yield; for example, 0.34 means a 34% yield). The reactants are [CH2:1]([N:3]1[CH:7]=[C:6]([NH:8][C:9]2[N:14]=[CH:13][C:12]([OH:15])=[CH:11][N:10]=2)[CH:5]=[N:4]1)[CH3:2].Br[CH2:17][C:18]1[CH:19]=[C:20]([CH:25]=[C:26]([O:29][CH3:30])[C:27]=1[F:28])[C:21]([O:23][CH3:24])=[O:22].C([O-])([O-])=O.[K+].[K+]. The catalyst is CN(C=O)C.[N+](CCCC)(CCCC)(CCCC)CCCC.[I-]. The product is [CH2:1]([N:3]1[CH:7]=[C:6]([NH:8][C:9]2[N:10]=[CH:11][C:12]([O:15][CH2:17][C:18]3[CH:19]=[C:20]([CH:25]=[C:26]([O:29][CH3:30])[C:27]=3[F:28])[C:21]([O:23][CH3:24])=[O:22])=[CH:13][N:14]=2)[CH:5]=[N:4]1)[CH3:2]. The yield is 0.545.